From a dataset of HIV replication inhibition screening data with 41,000+ compounds from the AIDS Antiviral Screen. Binary Classification. Given a drug SMILES string, predict its activity (active/inactive) in a high-throughput screening assay against a specified biological target. The molecule is O=C1NC(=S)SC1=Cc1ccc(Cl)cc1. The result is 0 (inactive).